From a dataset of Peptide-MHC class I binding affinity with 185,985 pairs from IEDB/IMGT. Regression. Given a peptide amino acid sequence and an MHC pseudo amino acid sequence, predict their binding affinity value. This is MHC class I binding data. (1) The peptide sequence is VVARLGVPY. The MHC is HLA-A02:19 with pseudo-sequence HLA-A02:19. The binding affinity (normalized) is 0.0847. (2) The peptide sequence is ASFLYPYL. The MHC is H-2-Kb with pseudo-sequence H-2-Kb. The binding affinity (normalized) is 0.841. (3) The peptide sequence is IPRNRDNLL. The MHC is HLA-A02:12 with pseudo-sequence HLA-A02:12. The binding affinity (normalized) is 0.0847. (4) The peptide sequence is PYPDPSRIL. The MHC is HLA-A01:01 with pseudo-sequence HLA-A01:01. The binding affinity (normalized) is 0.